This data is from Forward reaction prediction with 1.9M reactions from USPTO patents (1976-2016). The task is: Predict the product of the given reaction. (1) The product is: [N:42]([CH:9]1[C:10]2[C:15](=[CH:14][C:13]([O:18][CH3:19])=[CH:12][CH:11]=2)[CH2:16][CH2:17][CH:8]1[CH2:1][C:2]1[CH:7]=[CH:6][CH:5]=[CH:4][CH:3]=1)=[N+:43]=[N-:44]. Given the reactants [CH2:1]([CH:8]1[CH2:17][CH2:16][C:15]2[C:10](=[CH:11][CH:12]=[C:13]([O:18][CH3:19])[CH:14]=2)[CH:9]1O)[C:2]1[CH:7]=[CH:6][CH:5]=[CH:4][CH:3]=1.C1(C)C=CC=CC=1.C1(P([N:42]=[N+:43]=[N-:44])(C2C=CC=CC=2)=O)C=CC=CC=1.N12CCCN=C1CCCCC2, predict the reaction product. (2) Given the reactants [F:1][C:2]1[CH:7]=[CH:6][C:5]([CH2:8][CH2:9][C:10]2[N:14]([CH3:15])[N:13]=[C:12]([C:16]3[CH:17]=[C:18]([CH:22]([NH2:24])[CH3:23])[CH:19]=[CH:20][CH:21]=3)[CH:11]=2)=[CH:4][CH:3]=1.[F:25][C:26]([F:34])([F:33])[CH2:27][NH:28][S:29](Cl)(=[O:31])=[O:30].CCN(CC)CC, predict the reaction product. The product is: [F:1][C:2]1[CH:3]=[CH:4][C:5]([CH2:8][CH2:9][C:10]2[N:14]([CH3:15])[N:13]=[C:12]([C:16]3[CH:17]=[C:18]([CH:22]([NH:24][S:29]([NH:28][CH2:27][C:26]([F:34])([F:33])[F:25])(=[O:31])=[O:30])[CH3:23])[CH:19]=[CH:20][CH:21]=3)[CH:11]=2)=[CH:6][CH:7]=1. (3) Given the reactants Cl[C:2]1[N:11]=[CH:10][C:9]([Cl:12])=[CH:8][C:3]=1[C:4]([O:6][CH3:7])=[O:5].[F:13][C:14]([F:27])([F:26])[C:15]1[CH:25]=[CH:24][C:18]([O:19][CH:20]2[CH2:23][NH:22][CH2:21]2)=[CH:17][CH:16]=1, predict the reaction product. The product is: [Cl:12][C:9]1[CH:10]=[N:11][C:2]([N:22]2[CH2:23][CH:20]([O:19][C:18]3[CH:17]=[CH:16][C:15]([C:14]([F:13])([F:27])[F:26])=[CH:25][CH:24]=3)[CH2:21]2)=[C:3]([CH:8]=1)[C:4]([O:6][CH3:7])=[O:5]. (4) The product is: [CH2:1]([O:3][C:4]1[C:13]2[C:8](=[CH:9][CH:10]=[C:11]([CH:14]=[C:15]3[S:19][C:18]([S:20][CH2:28][CH3:29])=[N:17][C:16]3=[O:21])[CH:12]=2)[N:7]=[CH:6][C:5]=1[S:22]([CH3:25])(=[O:23])=[O:24])[CH3:2]. Given the reactants [CH2:1]([O:3][C:4]1[C:13]2[C:8](=[CH:9][CH:10]=[C:11]([CH:14]=[C:15]3[S:19][C:18](=[S:20])[NH:17][C:16]3=[O:21])[CH:12]=2)[N:7]=[CH:6][C:5]=1[S:22]([CH3:25])(=[O:24])=[O:23])[CH3:2].IC.[CH:28](N(C(C)C)CC)(C)[CH3:29], predict the reaction product.